Dataset: Reaction yield outcomes from USPTO patents with 853,638 reactions. Task: Predict the reaction yield, written as a fraction of the theoretical maximum amount of product (1.0 means a 100% yield; for example, 0.34 means a 34% yield). (1) The reactants are [C:1]([C:5]1[CH:21]=[CH:20][C:8]([CH2:9][N:10]2[C:18]3[C:13](=[CH:14][C:15]([NH2:19])=[CH:16][CH:17]=3)[CH:12]=[CH:11]2)=[CH:7][CH:6]=1)([CH3:4])([CH3:3])[CH3:2].C([O:24][C:25](=[O:37])[CH:26]([N:34]=[C:35]=[O:36])[CH2:27][C:28]1[CH:33]=[CH:32][CH:31]=[CH:30][CH:29]=1)C.O.[OH-].[Li+]. The catalyst is ClCCl. The product is [C:1]([C:5]1[CH:21]=[CH:20][C:8]([CH2:9][N:10]2[C:18]3[C:13](=[CH:14][C:15]([NH:19][C:35]([NH:34][C@H:26]([C:25]([OH:37])=[O:24])[CH2:27][C:28]4[CH:29]=[CH:30][CH:31]=[CH:32][CH:33]=4)=[O:36])=[CH:16][CH:17]=3)[CH:12]=[CH:11]2)=[CH:7][CH:6]=1)([CH3:4])([CH3:2])[CH3:3]. The yield is 0.400. (2) The reactants are [NH2:1][C:2]1[N:11]=[CH:10][C:9]2[CH:8]=[CH:7][C:6]3[C:12]([C:16]([O:18][CH2:19][CH3:20])=[O:17])=[N:13][N:14]([CH3:15])[C:5]=3[C:4]=2[N:3]=1.ClC(Cl)(Cl)[C:23]([N:25]=C=O)=[O:24]. The catalyst is N1C=CC=CC=1. The product is [NH2:25][C:23]([NH:1][C:2]1[N:11]=[CH:10][C:9]2[CH:8]=[CH:7][C:6]3[C:12]([C:16]([O:18][CH2:19][CH3:20])=[O:17])=[N:13][N:14]([CH3:15])[C:5]=3[C:4]=2[N:3]=1)=[O:24]. The yield is 0.340. (3) The reactants are C[O:2][C:3](=[O:32])[CH2:4][C:5]1[CH:14]=[C:13]([CH:15]2[CH2:20][CH2:19][N:18]([S:21]([C:24]3[CH:29]=[CH:28][CH:27]=[CH:26][C:25]=3[Cl:30])(=[O:23])=[O:22])[CH2:17][CH2:16]2)[C:12]2[C:7](=[CH:8][CH:9]=[C:10]([F:31])[CH:11]=2)[CH:6]=1.O.[OH-].[Li+]. The catalyst is C1COCC1.O. The product is [Cl:30][C:25]1[CH:26]=[CH:27][CH:28]=[CH:29][C:24]=1[S:21]([N:18]1[CH2:19][CH2:20][CH:15]([C:13]2[C:12]3[C:7](=[CH:8][CH:9]=[C:10]([F:31])[CH:11]=3)[CH:6]=[C:5]([CH2:4][C:3]([OH:32])=[O:2])[CH:14]=2)[CH2:16][CH2:17]1)(=[O:22])=[O:23]. The yield is 0.460. (4) The reactants are [CH2:1]([N:4]1[CH2:8][C:7]2([CH2:13][CH2:12][CH2:11][CH2:10][CH2:9]2)[O:6][C:5]1=[O:14])[C:2]#[CH:3].I[C:16]1[CH:28]=[CH:27][C:19]([CH2:20][N:21]2[CH2:26][CH2:25][O:24][CH2:23][CH2:22]2)=[CH:18][CH:17]=1.C(N(CC)CC)C. The catalyst is C(#N)C.ClCCl.C1C=CC([P]([Pd]([P](C2C=CC=CC=2)(C2C=CC=CC=2)C2C=CC=CC=2)([P](C2C=CC=CC=2)(C2C=CC=CC=2)C2C=CC=CC=2)[P](C2C=CC=CC=2)(C2C=CC=CC=2)C2C=CC=CC=2)(C2C=CC=CC=2)C2C=CC=CC=2)=CC=1.[Cu](I)I. The product is [N:21]1([CH2:20][C:19]2[CH:18]=[CH:17][C:16]([C:3]#[C:2][CH2:1][N:4]3[CH2:8][C:7]4([CH2:9][CH2:10][CH2:11][CH2:12][CH2:13]4)[O:6][C:5]3=[O:14])=[CH:28][CH:27]=2)[CH2:22][CH2:23][O:24][CH2:25][CH2:26]1. The yield is 0.410. (5) The reactants are [C:1]([C:3]1[CH:28]=[CH:27][C:6]([O:7][CH2:8][CH2:9][CH2:10][O:11][C:12]2[CH:13]=[C:14]3[C:18](=[CH:19][CH:20]=2)[C@H:17]([CH2:21][C:22]([O:24][CH2:25][CH3:26])=[O:23])[CH2:16][CH2:15]3)=[C:5]([CH2:29][CH2:30][CH3:31])[CH:4]=1)#[N:2].[SH2:32].C(NCC)C. The catalyst is CN(C=O)C. The product is [NH2:2][C:1]([C:3]1[CH:28]=[CH:27][C:6]([O:7][CH2:8][CH2:9][CH2:10][O:11][C:12]2[CH:13]=[C:14]3[C:18](=[CH:19][CH:20]=2)[C@H:17]([CH2:21][C:22]([O:24][CH2:25][CH3:26])=[O:23])[CH2:16][CH2:15]3)=[C:5]([CH2:29][CH2:30][CH3:31])[CH:4]=1)=[S:32]. The yield is 0.760.